This data is from Full USPTO retrosynthesis dataset with 1.9M reactions from patents (1976-2016). The task is: Predict the reactants needed to synthesize the given product. Given the product [CH3:1][C:2]12[O:38][CH2:37][CH2:36][N:35]1[C:33](=[O:34])[C:5]1[C:6]([OH:32])=[C:7]3[C:13]4[C:14]([C:16]5[C:27](=[O:28])[C:26]6[C:21](=[CH:22][C:23]([O:30][CH3:31])=[C:24]([O:29][CH3:39])[CH:25]=6)[O:20][C:17]=5[C:18](=[O:19])[C:12]=4[CH:11]=[CH:10][C:8]3=[CH:9][C:4]=1[CH2:3]2)=[O:15], predict the reactants needed to synthesize it. The reactants are: [CH3:1][C:2]12[O:38][CH2:37][CH2:36][N:35]1[C:33](=[O:34])[C:5]1[C:6]([OH:32])=[C:7]3[C:13]4[C:14]([C:16]5[C:27](=[O:28])[C:26]6[C:21](=[CH:22][C:23]([O:30][CH3:31])=[C:24]([OH:29])[CH:25]=6)[O:20][C:17]=5[C:18](=[O:19])[C:12]=4[CH:11]=[CH:10][C:8]3=[CH:9][C:4]=1[CH2:3]2)=[O:15].[CH:39]12CC(C=C1)C1C(OC(=O)C21)=O.NC1C=CC=CN=1.CN(C1C=CC=CN=1)C.CC1(O)C2CC3CC(CC1C3)C2.